Dataset: Reaction yield outcomes from USPTO patents with 853,638 reactions. Task: Predict the reaction yield, written as a fraction of the theoretical maximum amount of product (1.0 means a 100% yield; for example, 0.34 means a 34% yield). The reactants are FC(F)(F)C(O)=O.[N:8]([C:11]1[CH:77]=[CH:76][C:14]([CH2:15][O:16][C:17]([NH:19][CH2:20][CH2:21][CH2:22][C@@H:23]([NH:68]C(OC(C)(C)C)=O)[C:24]([O:26][C@H:27]2[C@@H:31]([OH:32])[C@H:30]([N:33]3[CH:41]=[N:40][C:39]4[C:34]3=[N:35][CH:36]=[N:37][C:38]=4[NH2:42])[O:29][C@H:28]2[CH2:43][O:44][P:45]([O:48][C@H:49]2[CH2:53][C@H:52]([N:54]3[CH:59]=[CH:58][C:57]([NH2:60])=[N:56][C:55]3=[O:61])[O:51][C@@H:50]2[CH2:62][O:63][P:64]([OH:67])([OH:66])=[O:65])([OH:47])=[O:46])=[O:25])=[O:18])=[CH:13][CH:12]=1)=[N+:9]=[N-:10]. The catalyst is ClCCl. The product is [NH2:68][C@H:23]([CH2:22][CH2:21][CH2:20][NH:19][C:17]([O:16][CH2:15][C:14]1[CH:13]=[CH:12][C:11]([N:8]=[N+:9]=[N-:10])=[CH:77][CH:76]=1)=[O:18])[C:24]([O:26][C@H:27]1[C@@H:31]([OH:32])[C@H:30]([N:33]2[CH:41]=[N:40][C:39]3[C:34]2=[N:35][CH:36]=[N:37][C:38]=3[NH2:42])[O:29][C@H:28]1[CH2:43][O:44][P:45]([O:48][C@H:49]1[CH2:53][C@H:52]([N:54]2[CH:59]=[CH:58][C:57]([NH2:60])=[N:56][C:55]2=[O:61])[O:51][C@@H:50]1[CH2:62][O:63][P:64]([OH:67])([OH:66])=[O:65])([OH:47])=[O:46])=[O:25]. The yield is 0.210.